Dataset: Catalyst prediction with 721,799 reactions and 888 catalyst types from USPTO. Task: Predict which catalyst facilitates the given reaction. (1) The catalyst class is: 4. Reactant: Cl.[C:2]([O:5][CH2:6][C:7]1[N:8]=[C:9]([NH2:12])[S:10][CH:11]=1)(=[O:4])[CH3:3].N1C=CC=CC=1.[C:19](Cl)(=[O:21])[CH3:20].O. Product: [C:2]([O:5][CH2:6][C:7]1[N:8]=[C:9]([NH:12][C:19](=[O:21])[CH3:20])[S:10][CH:11]=1)(=[O:4])[CH3:3]. (2) Reactant: [CH3:1][O:2][C:3]1[CH:19]=[C:18]([C:20]2[N:24]=[C:23]([C:25]3[CH:30]=[CH:29][C:28]([C:31]4[CH:36]=[CH:35][CH:34]=[CH:33][C:32]=4[CH3:37])=[C:27]([CH2:38][O:39][CH3:40])[CH:26]=3)[O:22][N:21]=2)[CH:17]=[CH:16][C:4]=1[CH2:5][N:6]([CH3:15])[CH2:7][C:8]([O:10]C(C)(C)C)=[O:9].[ClH:41]. Product: [ClH:41].[CH3:1][O:2][C:3]1[CH:19]=[C:18]([C:20]2[N:24]=[C:23]([C:25]3[CH:30]=[CH:29][C:28]([C:31]4[CH:36]=[CH:35][CH:34]=[CH:33][C:32]=4[CH3:37])=[C:27]([CH2:38][O:39][CH3:40])[CH:26]=3)[O:22][N:21]=2)[CH:17]=[CH:16][C:4]=1[CH2:5][N:6]([CH3:15])[CH2:7][C:8]([OH:10])=[O:9]. The catalyst class is: 12. (3) Reactant: CC(C)([O-])C.[K+].Cl.[Cl:8][C:9]1[CH:10]=[C:11]2[C:16](=[CH:17][CH:18]=1)[CH2:15][NH:14][CH2:13][CH2:12]2.Br[C:20]1[CH:25]=[C:24]([CH3:26])[C:23]([NH:27][C:28](=[O:34])[CH2:29][C:30]([CH3:33])([CH3:32])[CH3:31])=[C:22]([Cl:35])[CH:21]=1. Product: [Cl:35][C:22]1[CH:21]=[C:20]([N:14]2[CH2:13][CH2:12][C:11]3[C:16](=[CH:17][CH:18]=[C:9]([Cl:8])[CH:10]=3)[CH2:15]2)[CH:25]=[C:24]([CH3:26])[C:23]=1[NH:27][C:28](=[O:34])[CH2:29][C:30]([CH3:32])([CH3:31])[CH3:33]. The catalyst class is: 11. (4) Reactant: C(N(CC)CC)C.[N+:8]([C:11]1[CH:12]=[C:13]([CH:17]=[CH:18][CH:19]=1)[C:14](Cl)=[O:15])([O-:10])=[O:9].[CH3:20][S:21]([CH3:24])(=[NH:23])=[O:22]. Product: [CH3:20][S:21]([CH3:24])(=[N:23][C:14](=[O:15])[C:13]1[CH:17]=[CH:18][CH:19]=[C:11]([N+:8]([O-:10])=[O:9])[CH:12]=1)=[O:22]. The catalyst class is: 4. (5) Reactant: [NH2:1][CH2:2][CH2:3][CH:4]([C:6]1[CH:7]=[C:8]([OH:12])[CH:9]=[CH:10][CH:11]=1)[OH:5].C([O-])([O-])=O.[K+].[K+].[CH3:19][C:20]([O:23][C:24](O[C:24]([O:23][C:20]([CH3:22])([CH3:21])[CH3:19])=[O:25])=[O:25])([CH3:22])[CH3:21]. Product: [OH:5][CH:4]([C:6]1[CH:11]=[CH:10][CH:9]=[C:8]([OH:12])[CH:7]=1)[CH2:3][CH2:2][NH:1][C:24](=[O:25])[O:23][C:20]([CH3:22])([CH3:21])[CH3:19]. The catalyst class is: 12.